Predict which catalyst facilitates the given reaction. From a dataset of Catalyst prediction with 721,799 reactions and 888 catalyst types from USPTO. Reactant: [CH3:1][O:2][CH2:3][C@@H:4]1[CH2:8][N:7](C(OC(C)(C)C)=O)[C@H:6]([C:16]2[NH:20][C:19]3[C:21]4[C:26]([CH:27]=[CH:28][C:18]=3[N:17]=2)=[CH:25][C:24]2[C:29]3[C:34]([CH2:35][O:36][C:23]=2[CH:22]=4)=[CH:33][C:32]([B:37]2[O:41][C:40]([CH3:43])([CH3:42])[C:39]([CH3:45])([CH3:44])[O:38]2)=[CH:31][CH:30]=3)[CH2:5]1.Cl. Product: [CH3:1][O:2][CH2:3][CH:4]1[CH2:8][NH:7][CH:6]([C:16]2[NH:20][C:19]3[C:21]4[C:26]([CH:27]=[CH:28][C:18]=3[N:17]=2)=[CH:25][C:24]2[C:29]3[C:34]([CH2:35][O:36][C:23]=2[CH:22]=4)=[CH:33][C:32]([B:37]2[O:41][C:40]([CH3:43])([CH3:42])[C:39]([CH3:45])([CH3:44])[O:38]2)=[CH:31][CH:30]=3)[CH2:5]1. The catalyst class is: 8.